This data is from Reaction yield outcomes from USPTO patents with 853,638 reactions. The task is: Predict the reaction yield, written as a fraction of the theoretical maximum amount of product (1.0 means a 100% yield; for example, 0.34 means a 34% yield). (1) The reactants are [OH:1][C:2]1[CH:11]=[CH:10][CH:9]=[CH:8][C:3]=1[C:4]([O:6][CH3:7])=[O:5].[Cl:12][C:13]1[CH:18]=[CH:17][C:16]([N+:19]([O-:21])=[O:20])=[C:15](F)[CH:14]=1.C(=O)([O-])[O-].[Cs+].[Cs+].C(OCC)(=O)C. The catalyst is C(#N)C. The product is [Cl:12][C:13]1[CH:14]=[CH:15][C:16]([N+:19]([O-:21])=[O:20])=[C:17]([CH:18]=1)[O:1][C:2]1[CH:11]=[CH:10][CH:9]=[CH:8][C:3]=1[C:4]([O:6][CH3:7])=[O:5]. The yield is 0.780. (2) The reactants are Cl[C:2]1[N:9]=[CH:8][C:7]([F:10])=[CH:6][C:3]=1[C:4]#[N:5].Cl.[NH:12]1[CH2:15][CH2:14][CH2:13]1. No catalyst specified. The product is [N:12]1([C:2]2[N:9]=[CH:8][C:7]([F:10])=[CH:6][C:3]=2[C:4]#[N:5])[CH2:15][CH2:14][CH2:13]1. The yield is 0.780. (3) The reactants are [I:1][C:2]1[CH:12]=[N:11][C:5]2[NH:6][CH2:7][C:8](=[O:10])[NH:9][C:4]=2[CH:3]=1.[Cl:13][C:14]1[CH:21]=[CH:20][C:19]([Cl:22])=[CH:18][C:15]=1[CH2:16]Br. No catalyst specified. The product is [Cl:13][C:14]1[CH:21]=[CH:20][C:19]([Cl:22])=[CH:18][C:15]=1[CH2:16][N:9]1[C:8](=[O:10])[CH2:7][NH:6][C:5]2[N:11]=[CH:12][C:2]([I:1])=[CH:3][C:4]1=2. The yield is 0.690. (4) The reactants are [N:1]1[CH:6]=[CH:5][CH:4]=[CH:3][C:2]=1[C:7]1[C:11]([C:12](O)=[O:13])=[CH:10][O:9][N:8]=1.FC1C=CC(C2C(C(O)=O)=CON=2)=CC=1. No catalyst specified. The product is [N:1]1[CH:6]=[CH:5][CH:4]=[CH:3][C:2]=1[C:7]1[C:11]([CH2:12][OH:13])=[CH:10][O:9][N:8]=1. The yield is 0.760. (5) The reactants are [C:1]([O:5][C:6]([C:8]1[CH:13]=[CH:12][C:11]([CH2:14][C:15](O)=[O:16])=[CH:10][CH:9]=1)=[O:7])([CH3:4])([CH3:3])[CH3:2].O=O.[Cl-].[NH4+]. The catalyst is C1COCC1. The product is [OH:16][CH2:15][CH2:14][C:11]1[CH:12]=[CH:13][C:8]([C:6]([O:5][C:1]([CH3:2])([CH3:4])[CH3:3])=[O:7])=[CH:9][CH:10]=1. The yield is 0.920. (6) The reactants are [C:1]([O:5][C:6](=[O:26])[NH:7][C:8]1[C:19](=[O:20])[N:18]([CH:21]2[CH2:25][CH2:24][CH2:23][CH2:22]2)[C:11]2[N:12]=[C:13]([S:16][CH3:17])[N:14]=[CH:15][C:10]=2[CH:9]=1)([CH3:4])([CH3:3])[CH3:2].C1(S(N2C(C3C=CC=CC=3)O2)(=O)=[O:34])C=CC=CC=1. The catalyst is ClCCl.CO. The product is [C:1]([O:5][C:6](=[O:26])[NH:7][C:8]1[C:19](=[O:20])[N:18]([CH:21]2[CH2:25][CH2:24][CH2:23][CH2:22]2)[C:11]2[N:12]=[C:13]([S:16]([CH3:17])=[O:34])[N:14]=[CH:15][C:10]=2[CH:9]=1)([CH3:4])([CH3:2])[CH3:3]. The yield is 0.890. (7) The reactants are CC([N:5]([CH2:9][C:10]([CH3:23])([CH3:22])[CH2:11][NH:12][C:13]1[CH:18]=[CH:17][CH:16]=[CH:15][C:14]=1[N+:19]([O-])=O)[C:6](=[O:8])[O-:7])(C)C. The catalyst is CCO.[Pd]. The product is [NH2:19][C:14]1[CH:15]=[CH:16][CH:17]=[CH:18][C:13]=1[NH:12][CH2:11][C:10]([CH3:22])([CH3:23])[CH2:9][NH:5][C:6](=[O:8])[O:7][C:10]([CH3:22])([CH3:11])[CH3:9]. The yield is 0.970. (8) The reactants are [Br:1][C:2]1[CH:3]=[C:4]([CH:8]([N:12]2[CH:16]=[C:15]([C:17]3[C:18]4[CH:25]=[CH:24][N:23]([CH2:26][O:27][CH2:28][CH2:29][Si:30]([CH3:33])([CH3:32])[CH3:31])[C:19]=4[N:20]=[CH:21][N:22]=3)[CH:14]=[N:13]2)[CH2:9][CH:10]=O)[CH:5]=[CH:6][CH:7]=1.CN(C)C(=O)C.C1(P(C2C=CC=CC=2)C2C=CC=CC=2)C=CC=CC=1.Br[C:60](Br)([F:62])[F:61]. The catalyst is C1COCC1.[Zn]. The product is [Br:1][C:2]1[CH:3]=[C:4]([CH:8]([N:12]2[CH:16]=[C:15]([C:17]3[C:18]4[CH:25]=[CH:24][N:23]([CH2:26][O:27][CH2:28][CH2:29][Si:30]([CH3:32])([CH3:31])[CH3:33])[C:19]=4[N:20]=[CH:21][N:22]=3)[CH:14]=[N:13]2)[CH2:9][CH:10]=[C:60]([F:62])[F:61])[CH:5]=[CH:6][CH:7]=1. The yield is 0.400.